Dataset: Forward reaction prediction with 1.9M reactions from USPTO patents (1976-2016). Task: Predict the product of the given reaction. (1) Given the reactants [CH3:1][C:2]([CH3:23])([CH2:6][N:7]1[C:19]2[C:18]3[CH:17]=[CH:16][CH:15]=[CH:14][C:13]=3[N:12]=[CH:11][C:10]=2[N:9]=[C:8]1[CH2:20][CH2:21][CH3:22])[C:3]([NH2:5])=[O:4].C1C=C(Cl)C=C(C(OO)=O)C=1.[OH-].[NH4+:36].C1(C)C=CC(S(Cl)(=O)=O)=CC=1, predict the reaction product. The product is: [NH2:36][C:11]1[C:10]2[N:9]=[C:8]([CH2:20][CH2:21][CH3:22])[N:7]([CH2:6][C:2]([CH3:23])([CH3:1])[C:3]([NH2:5])=[O:4])[C:19]=2[C:18]2[CH:17]=[CH:16][CH:15]=[CH:14][C:13]=2[N:12]=1. (2) Given the reactants [CH3:1][O:2][C:3]1[N:8]=[C:7]([C:9]2[CH:10]=[C:11]([S:15](Cl)(=[O:17])=[O:16])[CH:12]=[CH:13][CH:14]=2)[CH:6]=[C:5]([NH:19][CH2:20][CH2:21][C:22]2[CH:27]=[CH:26][C:25]([O:28][CH3:29])=[CH:24][CH:23]=2)[N:4]=1.C([N:32](CC)CC)C.N.O, predict the reaction product. The product is: [CH3:1][O:2][C:3]1[N:8]=[C:7]([C:9]2[CH:10]=[C:11]([S:15]([NH2:32])(=[O:17])=[O:16])[CH:12]=[CH:13][CH:14]=2)[CH:6]=[C:5]([NH:19][CH2:20][CH2:21][C:22]2[CH:27]=[CH:26][C:25]([O:28][CH3:29])=[CH:24][CH:23]=2)[N:4]=1. (3) Given the reactants [Cl:1][C:2]1[CH:7]=[CH:6][C:5]([I:8])=[CH:4][C:3]=1[C:9]1[O:10][C:11]2[C:16]([C:17](=[O:19])[CH:18]=1)=[C:15]([O:20]C)[CH:14]=[C:13]([O:22]C)[C:12]=2[C@@H:24]1[CH2:28][CH2:27][N:26]([CH3:29])[C@H:25]1[CH2:30][OH:31].Cl.N1C=CC=CC=1, predict the reaction product. The product is: [Cl:1][C:2]1[CH:7]=[CH:6][C:5]([I:8])=[CH:4][C:3]=1[C:9]1[O:10][C:11]2[C:16]([C:17](=[O:19])[CH:18]=1)=[C:15]([OH:20])[CH:14]=[C:13]([OH:22])[C:12]=2[C@@H:24]1[CH2:28][CH2:27][N:26]([CH3:29])[C@H:25]1[CH2:30][OH:31]. (4) Given the reactants [CH3:1][O:2][C:3]1[CH:4]=[CH:5][C:6]([CH2:9][C:10]([C:12]2[CH:17]=[C:16]([O:18][CH3:19])[C:15]([O:20][CH3:21])=[C:14]([O:22][CH3:23])[CH:13]=2)=[O:11])=[N:7][CH:8]=1.Br[CH2:25][C:26](=O)[CH3:27].C([O-])(O)=O.[Na+], predict the reaction product. The product is: [CH3:1][O:2][C:3]1[CH:4]=[CH:5][C:6]2[N:7]([CH:25]=[C:26]([CH3:27])[C:9]=2[C:10]([C:12]2[CH:17]=[C:16]([O:18][CH3:19])[C:15]([O:20][CH3:21])=[C:14]([O:22][CH3:23])[CH:13]=2)=[O:11])[CH:8]=1.